From a dataset of Forward reaction prediction with 1.9M reactions from USPTO patents (1976-2016). Predict the product of the given reaction. (1) Given the reactants [C:1]([O:5][C:6]([C:8]1[C:13]([C:14](=O)[NH:15][CH:16]([C:19]2[CH:24]=[CH:23][CH:22]=[CH:21][CH:20]=2)[CH2:17][OH:18])=[N:12][C:11]([C:26]2[CH:31]=[CH:30][C:29]([Cl:32])=[CH:28][CH:27]=2)=[C:10]([C:33]2[CH:38]=[CH:37][C:36]([Cl:39])=[CH:35][CH:34]=2)[N:9]=1)=[O:7])([CH3:4])([CH3:3])[CH3:2].CCN(S(F)(F)F)CC.C([O-])([O-])=O.[K+].[K+].C([O-])(O)=O.[Na+], predict the reaction product. The product is: [C:1]([O:5][C:6]([C:8]1[C:13]([C:14]2[O:18][CH2:17][CH:16]([C:19]3[CH:20]=[CH:21][CH:22]=[CH:23][CH:24]=3)[N:15]=2)=[N:12][C:11]([C:26]2[CH:27]=[CH:28][C:29]([Cl:32])=[CH:30][CH:31]=2)=[C:10]([C:33]2[CH:38]=[CH:37][C:36]([Cl:39])=[CH:35][CH:34]=2)[N:9]=1)=[O:7])([CH3:3])([CH3:2])[CH3:4]. (2) Given the reactants Br[CH2:2][C:3]([C:5]1[CH:10]=[C:9]([F:11])[CH:8]=[CH:7][C:6]=1[F:12])=O.[NH2:13][C:14]1[CH:15]=[C:16]([CH:21]=[CH:22][N:23]=1)[C:17]([O:19][CH3:20])=[O:18], predict the reaction product. The product is: [F:12][C:6]1[CH:7]=[CH:8][C:9]([F:11])=[CH:10][C:5]=1[C:3]1[N:13]=[C:14]2[CH:15]=[C:16]([C:17]([O:19][CH3:20])=[O:18])[CH:21]=[CH:22][N:23]2[CH:2]=1. (3) The product is: [CH:35]1([N:28]2[CH2:29][CH2:30][P:25]([C:8]3[CH:9]=[C:10]([CH:23]=[CH:24][C:7]=3[F:6])[CH2:11][C:12]3[C:21]4[C:16](=[CH:17][CH:18]=[CH:19][CH:20]=4)[C:15](=[O:22])[NH:14][N:13]=3)(=[O:31])[CH2:26][CH2:27]2)[CH2:37][CH2:36]1. Given the reactants C(O)(=O)C.Cl.[F:6][C:7]1[CH:24]=[CH:23][C:10]([CH2:11][C:12]2[C:21]3[C:16](=[CH:17][CH:18]=[CH:19][CH:20]=3)[C:15](=[O:22])[NH:14][N:13]=2)=[CH:9][C:8]=1[P:25]1(=[O:31])[CH2:30][CH2:29][NH:28][CH2:27][CH2:26]1.C(O[C:35]1(O[Si](C)(C)C)[CH2:37][CH2:36]1)C.[BH3-]C#N.[Na+], predict the reaction product. (4) The product is: [F:13][CH:10]([CH2:11][OH:12])[CH2:9][NH:8][C:26](=[O:27])[O:28][C:29]([CH3:30])([CH3:31])[CH3:32]. Given the reactants C([NH:8][CH2:9][CH:10]([F:13])[CH2:11][OH:12])C1C=CC=CC=1.C([O-])=O.[NH4+].[CH3:30][C:29]([O:28][C:26](O[C:26]([O:28][C:29]([CH3:32])([CH3:31])[CH3:30])=[O:27])=[O:27])([CH3:32])[CH3:31], predict the reaction product. (5) The product is: [CH3:22][C:17]1([CH3:23])[C:18]([CH3:21])([CH3:20])[O:19][B:15]([C:2]2[CH:7]=[CH:6][C:5]([N:8]3[CH2:14][C:10]4([CH2:13][O:12][CH2:11]4)[CH2:9]3)=[CH:4][CH:3]=2)[O:16]1. Given the reactants I[C:2]1[CH:7]=[CH:6][C:5]([N:8]2[CH2:14][C:10]3([CH2:13][O:12][CH2:11]3)[CH2:9]2)=[CH:4][CH:3]=1.[B:15]1([B:15]2[O:19][C:18]([CH3:21])([CH3:20])[C:17]([CH3:23])([CH3:22])[O:16]2)[O:19][C:18]([CH3:21])([CH3:20])[C:17]([CH3:23])([CH3:22])[O:16]1.CC([O-])=O.[K+], predict the reaction product. (6) Given the reactants [CH3:1][C:2]1[CH:3]=[CH:4][C:5](B2OC(C)(C)C(C)(C)O2)=[C:6]([NH:8]C(=O)OC(C)(C)C)[CH:7]=1.Br[C:26]1[C:27]([C:33]#[N:34])=[N:28][C:29]([Cl:32])=[CH:30][CH:31]=1.C(=O)([O-])[O-].[Na+].[Na+], predict the reaction product. The product is: [Cl:32][C:29]1[CH:30]=[CH:31][C:26]2[C:27](=[C:33]([NH2:34])[N:8]=[C:6]3[CH:7]=[C:2]([CH3:1])[CH:3]=[CH:4][C:5]3=2)[N:28]=1. (7) Given the reactants Br[CH2:2][CH2:3][C:4]1[CH:9]=[CH:8][C:7]([C:10]([C:15]2[CH:20]=[CH:19][C:18]([CH2:21][CH2:22][CH:23]([OH:28])[C:24]([CH3:27])([CH3:26])[CH3:25])=[C:17]([CH3:29])[CH:16]=2)([CH2:13][CH3:14])[CH2:11][CH3:12])=[CH:6][C:5]=1[CH3:30].[SH:31][CH2:32][CH2:33][C:34]([O:36][CH3:37])=[O:35], predict the reaction product. The product is: [CH3:37][O:36][C:34](=[O:35])[CH2:33][CH2:32][S:31][CH2:2][CH2:3][C:4]1[CH:9]=[CH:8][C:7]([C:10]([CH2:13][CH3:14])([C:15]2[CH:20]=[CH:19][C:18]([CH2:21][CH2:22][CH:23]([OH:28])[C:24]([CH3:27])([CH3:26])[CH3:25])=[C:17]([CH3:29])[CH:16]=2)[CH2:11][CH3:12])=[CH:6][C:5]=1[CH3:30].